This data is from Forward reaction prediction with 1.9M reactions from USPTO patents (1976-2016). The task is: Predict the product of the given reaction. (1) Given the reactants [F:1][C:2]([F:17])([F:16])[CH:3]([CH3:15])[CH:4]([N:8]1[CH2:13][CH2:12][CH:11]([CH3:14])[CH2:10][CH2:9]1)[C:5]([OH:7])=O.[NH2:18][C:19]1[CH:20]=[C:21]([CH2:26][CH2:27][C:28]([O:30][C:31]([CH3:34])([CH3:33])[CH3:32])=[O:29])[CH:22]=[CH:23][C:24]=1[Cl:25].CN(C(ON1N=NC2C=CC=NC1=2)=[N+](C)C)C.F[P-](F)(F)(F)(F)F.C(N(CC)C(C)C)(C)C, predict the reaction product. The product is: [Cl:25][C:24]1[CH:23]=[CH:22][C:21]([CH2:26][CH2:27][C:28]([O:30][C:31]([CH3:33])([CH3:32])[CH3:34])=[O:29])=[CH:20][C:19]=1[NH:18][C:5](=[O:7])[CH:4]([N:8]1[CH2:13][CH2:12][CH:11]([CH3:14])[CH2:10][CH2:9]1)[CH:3]([CH3:15])[C:2]([F:1])([F:17])[F:16]. (2) Given the reactants C(O[C:4](=[O:29])[C:5]([CH3:28])([CH3:27])[CH:6]([OH:26])[C:7]1[CH:12]=[CH:11][C:10]([O:13][CH2:14][C:15]2[C:24]3[C:19](=[CH:20][CH:21]=[CH:22][CH:23]=3)[N:18]=[C:17]([CH3:25])[CH:16]=2)=[CH:9][CH:8]=1)C.[OH-:30].[K+].[NH2:32]O.CO.[C:36]([OH:42])([C:38]([F:41])([F:40])[F:39])=[O:37], predict the reaction product. The product is: [C:36]([OH:42])([C:38]([F:41])([F:40])[F:39])=[O:37].[OH:26][CH:6]([C:7]1[CH:12]=[CH:11][C:10]([O:13][CH2:14][C:15]2[C:24]3[C:19](=[CH:20][CH:21]=[CH:22][CH:23]=3)[N:18]=[C:17]([CH3:25])[CH:16]=2)=[CH:9][CH:8]=1)[C:5]([CH3:27])([CH3:28])[C:4]([NH:32][OH:30])=[O:29]. (3) Given the reactants [CH2:1]([NH2:8])[C:2]1[CH:7]=[CH:6][CH:5]=[CH:4][CH:3]=1.CC1(C)[O:17][C:16](=O)[C:13]2([CH2:15][CH2:14]2)[C:12](=[O:19])[O:11]1, predict the reaction product. The product is: [CH2:1]([N:8]1[CH2:15][CH2:14][CH:13]([C:12]([OH:19])=[O:11])[C:16]1=[O:17])[C:2]1[CH:7]=[CH:6][CH:5]=[CH:4][CH:3]=1.